This data is from Human liver microsome stability data. The task is: Regression/Classification. Given a drug SMILES string, predict its absorption, distribution, metabolism, or excretion properties. Task type varies by dataset: regression for continuous measurements (e.g., permeability, clearance, half-life) or binary classification for categorical outcomes (e.g., BBB penetration, CYP inhibition). Dataset: hlm. (1) The drug is CC(C)(C)[C@H]1C(=O)C(=C2NS(=O)(=O)c3c(OCC(N)=O)cccc32)C(=O)N1Cc1ccc(F)c(Cl)c1. The result is 0 (unstable in human liver microsomes). (2) The drug is OCC1CCCN(CCCC2CCCc3ccc(OCc4noc(-c5ccccc5F)n4)cc32)C1. The result is 1 (stable in human liver microsomes). (3) The drug is CC(C)(C)c1cc(NC(=O)N2CCCN(C(=O)CN3CCS(=O)(=O)CC3)CC2)no1. The result is 0 (unstable in human liver microsomes). (4) The compound is CNCC1(c2ccc3ccccc3c2)CCCCC1. The result is 0 (unstable in human liver microsomes). (5) The compound is CC(C)C[C@@H](N)C(=O)Nc1cc2ccnc(O)c2cc1Cl. The result is 1 (stable in human liver microsomes). (6) The molecule is CCCCCCc1nc2cc(/C=C/C(=O)NO)ccc2n1CCN(C)C. The result is 0 (unstable in human liver microsomes).